Dataset: Forward reaction prediction with 1.9M reactions from USPTO patents (1976-2016). Task: Predict the product of the given reaction. (1) Given the reactants Cl[CH2:2][C:3]([N:5]1[CH2:10][CH2:9][CH:8]([N:11]2[C:15](=[O:16])[C:14]([CH3:18])([CH3:17])[C:13]([C:19]3[CH:24]=[CH:23][C:22]([O:25][CH3:26])=[C:21]([O:27][CH3:28])[CH:20]=3)=[N:12]2)[CH2:7][CH2:6]1)=[O:4].[NH:29]1[C:37]2[C:32](=[CH:33][CH:34]=[CH:35][CH:36]=2)[CH2:31][C:30]1=[O:38].C([O-])([O-])=O.[K+].[K+], predict the reaction product. The product is: [CH3:28][O:27][C:21]1[CH:20]=[C:19]([C:13]2[C:14]([CH3:18])([CH3:17])[C:15](=[O:16])[N:11]([CH:8]3[CH2:7][CH2:6][N:5]([C:3](=[O:4])[CH2:2][N:29]4[C:37]5[C:32](=[CH:33][CH:34]=[CH:35][CH:36]=5)[CH2:31][C:30]4=[O:38])[CH2:10][CH2:9]3)[N:12]=2)[CH:24]=[CH:23][C:22]=1[O:25][CH3:26]. (2) The product is: [Cl:14][C:15]1[CH:20]=[CH:19][C:18]([C:21]2[CH:22]=[CH:23][C:24](=[O:27])[N:25]([CH:4]3[C:5]4[CH:6]=[N:7][CH:8]=[CH:9][C:10]=4[O:11][C:2]([CH3:13])([CH3:1])[CH:3]3[OH:12])[N:26]=2)=[CH:17][CH:16]=1. Given the reactants [CH3:1][C:2]1([CH3:13])[O:11][C:10]2[C:5](=[CH:6][N:7]=[CH:8][CH:9]=2)[CH:4]2[O:12][CH:3]12.[Cl:14][C:15]1[CH:20]=[CH:19][C:18]([C:21]2[CH:22]=[CH:23][C:24](=[O:27])[NH:25][N:26]=2)=[CH:17][CH:16]=1, predict the reaction product. (3) The product is: [CH2:10]([C:2]1[N:4]=[C:5]([N:18]([CH3:22])[CH3:17])[N:7]=[C:8]([NH:29][NH2:30])[N:1]=1)[CH2:11][CH:12]=[CH2:13]. Given the reactants [N:1]1[C:8](Cl)=[N:7][C:5](Cl)=[N:4][C:2]=1Cl.[CH2:10]([Mg]Br)[CH2:11][CH:12]=[CH2:13].C[CH2:17][N:18]([CH:22](C)C)C(C)C.CNC.O.[NH2:29][NH2:30], predict the reaction product.